This data is from Reaction yield outcomes from USPTO patents with 853,638 reactions. The task is: Predict the reaction yield, written as a fraction of the theoretical maximum amount of product (1.0 means a 100% yield; for example, 0.34 means a 34% yield). (1) The reactants are [CH2:1]([O:8][C:9]1[CH:14]=[C:13]([Cl:15])[CH:12]=[CH:11][C:10]=1[C:16]1OC(=O)[S:18][N:17]=1)[C:2]1[CH:7]=[CH:6][CH:5]=[CH:4][CH:3]=1.[C:22]([C:24]([O:26][CH2:27][CH3:28])=[O:25])#[N:23]. The catalyst is ClC1C=CC=CC=1Cl. The product is [CH2:1]([O:8][C:9]1[CH:14]=[C:13]([Cl:15])[CH:12]=[CH:11][C:10]=1[C:16]1[N:23]=[C:22]([C:24]([O:26][CH2:27][CH3:28])=[O:25])[S:18][N:17]=1)[C:2]1[CH:3]=[CH:4][CH:5]=[CH:6][CH:7]=1. The yield is 0.120. (2) The reactants are [Br:1][C:2]1[CH:3]=[N:4][C:5]2[N:6]([N:8]=[C:9]([C:11]([OH:13])=O)[CH:10]=2)[CH:7]=1.[CH3:14][CH:15]1[C:24]2[C:19](=[C:20]([CH3:25])[CH:21]=[CH:22][CH:23]=2)[CH2:18][CH2:17][NH:16]1. No catalyst specified. The product is [Br:1][C:2]1[CH:3]=[N:4][C:5]2[N:6]([N:8]=[C:9]([C:11]([N:16]3[CH2:17][CH2:18][C:19]4[C:24](=[CH:23][CH:22]=[CH:21][C:20]=4[CH3:25])[CH:15]3[CH3:14])=[O:13])[CH:10]=2)[CH:7]=1. The yield is 0.190.